This data is from Forward reaction prediction with 1.9M reactions from USPTO patents (1976-2016). The task is: Predict the product of the given reaction. Given the reactants [CH3:1][N:2]1[CH2:6][CH2:5][CH:4]([C:7](=O)[C:8]2[CH:13]=[CH:12][CH:11]=[N:10][CH:9]=2)C1=O.[Na].[BH4-].[Na+].O, predict the reaction product. The product is: [N:10]1[CH:9]=[C:8]([CH:7]2[CH2:4][CH2:5][CH2:6][N:2]2[CH3:1])[CH:13]=[CH:12][CH:11]=1.